Dataset: hERG potassium channel inhibition data for cardiac toxicity prediction from Karim et al.. Task: Regression/Classification. Given a drug SMILES string, predict its toxicity properties. Task type varies by dataset: regression for continuous values (e.g., LD50, hERG inhibition percentage) or binary classification for toxic/non-toxic outcomes (e.g., AMES mutagenicity, cardiotoxicity, hepatotoxicity). Dataset: herg_karim. (1) The compound is CNCc1ccc(Cl)cc1Oc1ccc(F)c(C(F)(F)F)c1. The result is 1 (blocker). (2) The compound is COC(=O)C1=CCCN(C)C1. The result is 0 (non-blocker). (3) The molecule is Cc1oncc1S(=O)(=O)NCCN1CC2CN(CCCOc3ccc(C#N)cc3)CC(C1)O2. The result is 0 (non-blocker). (4) The molecule is CCOc1cc2ncc(C#N)c(Nc3ccc(F)c(Cl)c3)c2cc1NC(=O)C=CCN(C)C. The result is 0 (non-blocker). (5) The compound is c1ccc(-c2[nH]c3ccccc3c2C2CCCNC2)cc1. The result is 1 (blocker). (6) The compound is Cc1cc(=O)n2c3c(c(F)cnc13)[C@](O)(CC13CCC(NCc4ccc5c(n4)NC(=O)CO5)(CC1)CO3)C2. The result is 0 (non-blocker). (7) The drug is NC1(C(=O)NC(CO)c2ccc(Cl)cc2)CCN(c2ncnc3[nH]ccc23)CC1. The result is 0 (non-blocker). (8) The drug is O=C(NC1CCN(Cc2ccc3cc[nH]c3c2)CC1)c1cc(=O)c2ccc(F)cc2o1. The result is 1 (blocker). (9) The molecule is COc1ccc2c(c1)CCC1(CCN(CCc3ccc(F)cc3F)CC1)O2. The result is 1 (blocker).